Dataset: Catalyst prediction with 721,799 reactions and 888 catalyst types from USPTO. Task: Predict which catalyst facilitates the given reaction. (1) Reactant: N#N.[NH2:3][C:4]1[C:9]([N+:10]([O-:12])=[O:11])=[CH:8][C:7]([CH3:13])=[C:6]([Cl:14])[CH:5]=1.[H-].[Na+].Br[CH2:18][CH2:19][CH2:20][C:21]1[CH:26]=[CH:25][CH:24]=[CH:23][CH:22]=1. Product: [Cl:14][C:6]1[C:7]([CH3:13])=[CH:8][C:9]([N+:10]([O-:12])=[O:11])=[C:4]([CH:5]=1)[NH:3][CH2:18][CH2:19][CH2:20][C:21]1[CH:26]=[CH:25][CH:24]=[CH:23][CH:22]=1. The catalyst class is: 3. (2) Reactant: [O:1]1[CH2:6][CH2:5][CH2:4][O:3][CH:2]1[C:7]1[CH:12]=[CH:11][CH:10]=[CH:9][C:8]=1[C:13](=[O:31])[CH2:14][O:15][CH2:16][C:17]1[CH:22]=[C:21]([C:23]([F:26])([F:25])[F:24])[CH:20]=[C:19]([C:27]([F:30])([F:29])[F:28])[CH:18]=1.[CH:32]([Mg]Br)=[CH2:33]. Product: [O:1]1[CH2:6][CH2:5][CH2:4][O:3][CH:2]1[C:7]1[CH:12]=[CH:11][CH:10]=[CH:9][C:8]=1[C:13]([OH:31])([CH:32]=[CH2:33])[CH2:14][O:15][CH2:16][C:17]1[CH:22]=[C:21]([C:23]([F:25])([F:26])[F:24])[CH:20]=[C:19]([C:27]([F:28])([F:29])[F:30])[CH:18]=1. The catalyst class is: 7. (3) Reactant: [Br:1][C:2]1[CH:3]=[CH:4][C:5]([F:15])=[C:6]([CH:8]([OH:14])[C:9]([F:13])([F:12])[CH2:10][OH:11])[CH:7]=1.N1C=CN=C1.[Si:21](Cl)([C:24]([CH3:27])([CH3:26])[CH3:25])([CH3:23])[CH3:22]. Product: [Br:1][C:2]1[CH:3]=[CH:4][C:5]([F:15])=[C:6]([CH:8]([OH:14])[C:9]([F:13])([F:12])[CH2:10][O:11][Si:21]([C:24]([CH3:27])([CH3:26])[CH3:25])([CH3:23])[CH3:22])[CH:7]=1. The catalyst class is: 2. (4) Reactant: [CH2:1]([O:8][C@H:9]1[C@H:15]([O:16][CH2:17][C:18]2[CH:23]=[CH:22][CH:21]=[CH:20][CH:19]=2)[C@@H:14]([O:24][CH2:25][C:26]2[CH:31]=[CH:30][CH:29]=[CH:28][CH:27]=2)[C@:13]2([C:33]3[CH:38]=[CH:37][C:36]([Cl:39])=[C:35]([CH2:40][C:41]4[CH:46]=[CH:45][C:44]([O:47][CH2:48][C:49]5[CH:54]=[CH:53][CH:52]=[CH:51][CH:50]=5)=[CH:43][CH:42]=4)[CH:34]=3)[O:32][C@@:10]1([CH2:55][OH:56])[CH2:11][O:12]2)[C:2]1[CH:7]=[CH:6][CH:5]=[CH:4][CH:3]=1.C(=O)(O)[O-:58].[Na+].[Br-].[K+].Cl[O-].[Na+].Cl. Product: [CH2:1]([O:8][C@H:9]1[C@H:15]([O:16][CH2:17][C:18]2[CH:19]=[CH:20][CH:21]=[CH:22][CH:23]=2)[C@@H:14]([O:24][CH2:25][C:26]2[CH:31]=[CH:30][CH:29]=[CH:28][CH:27]=2)[C@:13]2([C:33]3[CH:38]=[CH:37][C:36]([Cl:39])=[C:35]([CH2:40][C:41]4[CH:42]=[CH:43][C:44]([O:47][CH2:48][C:49]5[CH:54]=[CH:53][CH:52]=[CH:51][CH:50]=5)=[CH:45][CH:46]=4)[CH:34]=3)[O:32][C@@:10]1([C:55]([OH:58])=[O:56])[CH2:11][O:12]2)[C:2]1[CH:3]=[CH:4][CH:5]=[CH:6][CH:7]=1. The catalyst class is: 7. (5) Reactant: [I:1]N1C(=O)CCC1=O.[F:9][C:10]([F:20])([F:19])[O:11][C:12]1[CH:17]=[CH:16][C:15]([OH:18])=[CH:14][CH:13]=1.S(=O)(=O)(O)O. Product: [I:1][C:14]1[CH:13]=[C:12]([O:11][C:10]([F:19])([F:20])[F:9])[CH:17]=[CH:16][C:15]=1[OH:18]. The catalyst class is: 86. (6) Reactant: [Cl:1][C:2]1[CH:3]=[C:4]([CH:9]([N:27]2[CH2:32][CH2:31][N:30](C(OC(C)(C)C)=O)[CH2:29][CH2:28]2)[CH2:10][O:11][CH2:12][C:13]2[C:22]3[C:17](=[CH:18][CH:19]=[CH:20][CH:21]=3)[CH:16]=[C:15]([C:23]#[N:24])[C:14]=2[O:25][CH3:26])[CH:5]=[CH:6][C:7]=1[F:8].C(O)(C(F)(F)F)=O. Product: [Cl:1][C:2]1[CH:3]=[C:4]([CH:9]([N:27]2[CH2:28][CH2:29][NH:30][CH2:31][CH2:32]2)[CH2:10][O:11][CH2:12][C:13]2[C:22]3[C:17](=[CH:18][CH:19]=[CH:20][CH:21]=3)[CH:16]=[C:15]([C:23]#[N:24])[C:14]=2[O:25][CH3:26])[CH:5]=[CH:6][C:7]=1[F:8]. The catalyst class is: 2. (7) Reactant: [C:1]([C:5]1[C:6]([OH:15])=[C:7]([C:11]([CH3:14])=[CH:12][CH:13]=1)[C:8]([OH:10])=[O:9])([CH3:4])([CH3:3])[CH3:2].N1C=CC=CC=1.[CH3:22][O:23][C:24]1[CH:29]=[CH:28][C:27]([S:30]Cl)=[CH:26][CH:25]=1. Product: [C:1]([C:5]1[C:6]([OH:15])=[C:7]([C:11]([CH3:14])=[C:12]([S:30][C:27]2[CH:28]=[CH:29][C:24]([O:23][CH3:22])=[CH:25][CH:26]=2)[CH:13]=1)[C:8]([OH:10])=[O:9])([CH3:4])([CH3:3])[CH3:2]. The catalyst class is: 4. (8) Reactant: C(OC(=O)[NH:7][C@H:8]([CH2:32][C:33]1[CH:38]=[C:37]([F:39])[C:36]([F:40])=[CH:35][C:34]=1[F:41])[CH2:9][C:10](=[O:31])[N:11]1[CH2:16][CH2:15][N:14]2[C:17]([C:27]([F:30])([F:29])[F:28])=[N:18][C:19]([C:20]([N:22]3[CH2:26][CH2:25][S:24][CH2:23]3)=[O:21])=[C:13]2[CH2:12]1)(C)(C)C.[ClH:43]. Product: [ClH:43].[NH2:7][C@H:8]([CH2:32][C:33]1[CH:38]=[C:37]([F:39])[C:36]([F:40])=[CH:35][C:34]=1[F:41])[CH2:9][C:10]([N:11]1[CH2:16][CH2:15][N:14]2[C:17]([C:27]([F:28])([F:30])[F:29])=[N:18][C:19]([C:20]([N:22]3[CH2:26][CH2:25][S:24][CH2:23]3)=[O:21])=[C:13]2[CH2:12]1)=[O:31]. The catalyst class is: 13. (9) Reactant: [H-].[Na+].[C:3]([O:7][C:8]([N:10]1[CH2:15][CH2:14][N:13]([C:16]2[CH:17]=[CH:18][CH:19]=[C:20]3[C:24]=2[NH:23][C:22]([CH3:25])=[CH:21]3)[CH2:12][CH2:11]1)=[O:9])([CH3:6])([CH3:5])[CH3:4].[C:26]1([S:32][S:32][C:26]2[CH:31]=[CH:30][CH:29]=[CH:28][CH:27]=2)[CH:31]=[CH:30][CH:29]=[CH:28][CH:27]=1.O. Product: [C:3]([O:7][C:8]([N:10]1[CH2:15][CH2:14][N:13]([C:16]2[CH:17]=[CH:18][CH:19]=[C:20]3[C:24]=2[NH:23][C:22]([CH3:25])=[C:21]3[S:32][C:26]2[CH:31]=[CH:30][CH:29]=[CH:28][CH:27]=2)[CH2:12][CH2:11]1)=[O:9])([CH3:6])([CH3:5])[CH3:4]. The catalyst class is: 3.